From a dataset of Catalyst prediction with 721,799 reactions and 888 catalyst types from USPTO. Predict which catalyst facilitates the given reaction. (1) Reactant: Cl[CH2:2][C:3]1[NH:4][C:5]2[N:6]([CH:10]=[N:11][C:12]=2[CH:13]2[CH2:17][CH2:16][CH2:15][CH2:14]2)[C:7](=[O:9])[N:8]=1.[Cl:18][C:19]1[CH:29]=[CH:28][C:22]([CH2:23][NH:24][CH2:25][CH2:26][OH:27])=[CH:21][CH:20]=1.[I-].[Na+]. Product: [Cl:18][C:19]1[CH:20]=[CH:21][C:22]([CH2:23][N:24]([CH2:2][C:3]2[NH:8][C:7](=[O:9])[N:6]3[CH:10]=[N:11][C:12]([CH:13]4[CH2:17][CH2:16][CH2:15][CH2:14]4)=[C:5]3[N:4]=2)[CH2:25][CH2:26][OH:27])=[CH:28][CH:29]=1. The catalyst class is: 10. (2) Reactant: Br[C:2]1[CH:3]=[N:4][C:5]([O:8][C:9]2[C:10]([F:26])=[C:11]([C:19]3[N:20]=[CH:21][C:22]([NH2:25])=[N:23][CH:24]=3)[CH:12]=[CH:13][C:14]=2[CH:15]2[CH2:18][CH2:17][CH2:16]2)=[N:6][CH:7]=1.CC1(C)C(C)(C)OB([C:35]2[CH:36]=[N:37][C:38]([NH2:41])=[N:39][CH:40]=2)O1.C([O-])([O-])=O.[Na+].[Na+].C(Cl)Cl. Product: [NH2:25][C:22]1[N:23]=[CH:24][C:19]([C:11]2[C:10]([F:26])=[C:9]([C:14]([CH:15]3[CH2:18][CH2:17][CH2:16]3)=[CH:13][CH:12]=2)[O:8][C:5]2[N:4]=[CH:3][C:2]([C:35]3[CH:36]=[N:37][C:38]([NH2:41])=[N:39][CH:40]=3)=[CH:7][N:6]=2)=[N:20][CH:21]=1. The catalyst class is: 127. (3) Reactant: [CH3:1][O-:2].[Na+].[Na].[CH2:5]1[CH2:21][CH2:20][CH2:19][CH2:18][CH2:17][CH2:16][C:14](=[O:15])[O:13][CH2:12][CH2:11][CH2:10][CH2:9][CH2:8][CH2:7][CH2:6]1. Product: [OH:2][CH2:1][CH2:11][CH2:10][CH2:9][CH2:8][CH2:7][CH2:6][CH2:5][CH2:21][CH2:20][CH2:19][CH2:18][CH2:17][CH2:16][C:14]([O:13][CH3:12])=[O:15]. The catalyst class is: 5. (4) Reactant: [OH:1][CH:2]1[C:6]2([CH2:11][CH2:10][N:9]([C:12]([O:14][C:15]([CH3:18])([CH3:17])[CH3:16])=[O:13])[CH2:8][CH2:7]2)[C:5](=[O:19])[N:4]([C:20]2[CH2:21][O:22][C:23](=[O:26])[C:24]=2[CH3:25])[CH2:3]1.C(=O)(O)[O-].[Na+].CC(OI1(OC(C)=O)(OC(C)=O)OC(=O)C2C=CC=CC1=2)=O. Product: [CH3:25][C:24]1[C:23](=[O:26])[O:22][CH2:21][C:20]=1[N:4]1[CH2:3][C:2](=[O:1])[C:6]2([CH2:7][CH2:8][N:9]([C:12]([O:14][C:15]([CH3:18])([CH3:17])[CH3:16])=[O:13])[CH2:10][CH2:11]2)[C:5]1=[O:19]. The catalyst class is: 2. (5) Product: [Br:21][C:22]1[CH:23]=[C:24]([C:25]([N:16]2[CH2:15][CH2:14][O:13][C:12]3[N:17]=[CH:18][C:9]([C:4]4[CH:5]=[CH:6][CH:7]=[CH:8][C:3]=4[C:2]([F:1])([F:19])[F:20])=[CH:10][C:11]2=3)=[O:26])[CH:28]=[C:29]([Br:33])[C:30]=1[O:31][CH3:32]. The catalyst class is: 4. Reactant: [F:1][C:2]([F:20])([F:19])[C:3]1[CH:8]=[CH:7][CH:6]=[CH:5][C:4]=1[C:9]1[CH:18]=[N:17][C:12]2[O:13][CH2:14][CH2:15][NH:16][C:11]=2[CH:10]=1.[Br:21][C:22]1[CH:23]=[C:24]([CH:28]=[C:29]([Br:33])[C:30]=1[O:31][CH3:32])[C:25](Cl)=[O:26].C(N(CC)CC)C.O. (6) Reactant: [N:1]12[CH2:8][CH2:7][CH:4]([CH2:5][CH2:6]1)[C@@H:3]([O:9][C:10]1[N:15]=[N:14][C:13]([C:16]3[CH:21]=[CH:20][C:19]([N:22]=C(C4C=CC=CC=4)C4C=CC=CC=4)=[CH:18][CH:17]=3)=[CH:12][CH:11]=1)[CH2:2]2.Cl. Product: [N:1]12[CH2:8][CH2:7][CH:4]([CH2:5][CH2:6]1)[C@@H:3]([O:9][C:10]1[N:15]=[N:14][C:13]([C:16]3[CH:21]=[CH:20][C:19]([NH2:22])=[CH:18][CH:17]=3)=[CH:12][CH:11]=1)[CH2:2]2. The catalyst class is: 1. (7) The catalyst class is: 16. Product: [Cl:1][C:2]1[CH:3]=[C:4]([C:8]2[O:12][N:11]=[C:10]([C@H:13]3[CH2:17][CH2:16][CH2:15][N:14]3[C:18]3[N:19]([CH3:20])[C:25]([C:27]4[CH:36]=[CH:35][C:30]([C:31]([O:33][CH3:34])=[O:32])=[CH:29][CH:28]=4)=[N:23][N:24]=3)[CH:9]=2)[CH:5]=[CH:6][CH:7]=1. Reactant: [Cl:1][C:2]1[CH:3]=[C:4]([C:8]2[O:12][N:11]=[C:10]([C@H:13]3[CH2:17][CH2:16][CH2:15][N:14]3[C:18](SC)=[N:19][CH3:20])[CH:9]=2)[CH:5]=[CH:6][CH:7]=1.[NH:23]([C:25]([C:27]1[CH:36]=[CH:35][C:30]([C:31]([O:33][CH3:34])=[O:32])=[CH:29][CH:28]=1)=O)[NH2:24].N1C=CC=CC=1. (8) Reactant: I[C:2]1[C:10]2[C:5](=[CH:6][C:7]([C@H:11]3[C@@:13]4([C:21]5[C:16](=[CH:17][CH:18]=[CH:19][CH:20]=5)[NH:15][C:14]4=[O:22])[CH2:12]3)=[CH:8][CH:9]=2)[NH:4][N:3]=1.[CH3:23][C:24]1(C)C(C)(C)OB(C=C)O1.C([O-])([O-])=O.[Na+].[Na+]. Product: [CH:23]([C:2]1[C:10]2[C:5](=[CH:6][C:7]([C@H:11]3[C@@:13]4([C:21]5[C:16](=[CH:17][CH:18]=[CH:19][CH:20]=5)[NH:15][C:14]4=[O:22])[CH2:12]3)=[CH:8][CH:9]=2)[NH:4][N:3]=1)=[CH2:24]. The catalyst class is: 780.